Dataset: Full USPTO retrosynthesis dataset with 1.9M reactions from patents (1976-2016). Task: Predict the reactants needed to synthesize the given product. The reactants are: [Cl:1][C:2]1[CH:8]=[CH:7][C:6]([CH2:9][O:10][CH3:11])=[CH:5][C:3]=1[NH2:4].C[Si]([N-][Si](C)(C)C)(C)C.[Na+].[C:22](O[C:22]([O:24][C:25]([CH3:28])([CH3:27])[CH3:26])=[O:23])([O:24][C:25]([CH3:28])([CH3:27])[CH3:26])=[O:23]. Given the product [Cl:1][C:2]1[CH:8]=[CH:7][C:6]([CH2:9][O:10][CH3:11])=[CH:5][C:3]=1[NH:4][C:22](=[O:23])[O:24][C:25]([CH3:28])([CH3:27])[CH3:26], predict the reactants needed to synthesize it.